Predict the reactants needed to synthesize the given product. From a dataset of Full USPTO retrosynthesis dataset with 1.9M reactions from patents (1976-2016). The reactants are: Cl.Cl.[O:3]1[C:7]2[CH:8]=[CH:9][CH:10]=[C:11]([CH:12]3[CH2:17][CH2:16][N:15]([CH2:18][CH2:19][C@H:20]4[CH2:25][CH2:24][C@H:23]([NH2:26])[CH2:22][CH2:21]4)[CH2:14][CH2:13]3)[C:6]=2[CH2:5][CH2:4]1.[N:27]1([C:33]2[CH:41]=[CH:40][C:36]([C:37](O)=[O:38])=[CH:35][N:34]=2)[CH2:32][CH2:31][O:30][CH2:29][CH2:28]1. Given the product [O:3]1[C:7]2[CH:8]=[CH:9][CH:10]=[C:11]([CH:12]3[CH2:17][CH2:16][N:15]([CH2:18][CH2:19][C@H:20]4[CH2:21][CH2:22][C@H:23]([NH:26][C:37](=[O:38])[C:36]5[CH:40]=[CH:41][C:33]([N:27]6[CH2:28][CH2:29][O:30][CH2:31][CH2:32]6)=[N:34][CH:35]=5)[CH2:24][CH2:25]4)[CH2:14][CH2:13]3)[C:6]=2[CH2:5][CH2:4]1, predict the reactants needed to synthesize it.